Dataset: Full USPTO retrosynthesis dataset with 1.9M reactions from patents (1976-2016). Task: Predict the reactants needed to synthesize the given product. (1) Given the product [C:1]([O:5][C:6](=[O:19])[CH2:7][CH2:8][NH:9][C:10](=[O:18])[C:11]1[CH:16]=[CH:15][C:14]([O:17][CH2:28][CH:27]([C:24]2[CH:25]=[N:26][C:21]([Cl:20])=[CH:22][CH:23]=2)[CH2:30][CH2:31][CH2:32][CH2:33][CH2:34][CH3:35])=[CH:13][CH:12]=1)([CH3:4])([CH3:2])[CH3:3], predict the reactants needed to synthesize it. The reactants are: [C:1]([O:5][C:6](=[O:19])[CH2:7][CH2:8][NH:9][C:10](=[O:18])[C:11]1[CH:16]=[CH:15][C:14]([OH:17])=[CH:13][CH:12]=1)([CH3:4])([CH3:3])[CH3:2].[Cl:20][C:21]1[N:26]=[CH:25][C:24]([CH:27]([CH2:30][CH2:31][CH2:32][CH2:33][CH2:34][CH3:35])[CH2:28]O)=[CH:23][CH:22]=1.C(P(CCCC)CCCC)CCC.N(C(N1CCCCC1)=O)=NC(N1CCCCC1)=O. (2) Given the product [CH:11]([C:10]1[CH:9]=[CH:8][C:7]([N:1]2[CH2:6][CH2:5][N:4]([C:20]([O:19][C:16]([CH3:18])([CH3:17])[CH3:15])=[O:21])[CH2:3][CH2:2]2)=[CH:14][CH:13]=1)=[O:12], predict the reactants needed to synthesize it. The reactants are: [N:1]1([C:7]2[CH:14]=[CH:13][C:10]([CH:11]=[O:12])=[CH:9][CH:8]=2)[CH2:6][CH2:5][NH:4][CH2:3][CH2:2]1.[CH3:15][C:16]([O:19][C:20](O[C:20]([O:19][C:16]([CH3:18])([CH3:17])[CH3:15])=[O:21])=[O:21])([CH3:18])[CH3:17]. (3) The reactants are: [OH-].[K+].C(OC([N:8]1[CH2:13][CH2:12][CH:11]([O:14][C:15]2[CH:20]=[CH:19][C:18]([O:21][C:22]([F:25])([F:24])[F:23])=[CH:17][CH:16]=2)[CH2:10][CH2:9]1)=O)C.C(=O)=O. Given the product [F:25][C:22]([F:23])([F:24])[O:21][C:18]1[CH:19]=[CH:20][C:15]([O:14][CH:11]2[CH2:10][CH2:9][NH:8][CH2:13][CH2:12]2)=[CH:16][CH:17]=1, predict the reactants needed to synthesize it. (4) Given the product [NH2:17][C:18]1[CH:23]=[CH:22][C:21]([S:24][C:25]2[CH:30]=[CH:29][C:28]([C:31]([NH:32][C:33]3[S:34][C:35]([C:38]([CH3:39])([CH3:40])[CH3:41])=[CH:36][N:37]=3)=[O:42])=[CH:27][C:26]=2[NH:43][C:44]2[C:45]3[CH:53]=[CH:52][C:51]([CH:54]([CH3:56])[CH3:55])=[N:50][C:46]=3[N:47]=[CH:48][N:49]=2)=[CH:20][CH:19]=1, predict the reactants needed to synthesize it. The reactants are: C1C2C(COC(=O)[NH:17][C:18]3[CH:23]=[CH:22][C:21]([S:24][C:25]4[CH:30]=[CH:29][C:28]([C:31](=[O:42])[NH:32][C:33]5[S:34][C:35]([C:38]([CH3:41])([CH3:40])[CH3:39])=[CH:36][N:37]=5)=[CH:27][C:26]=4[NH:43][C:44]4[C:45]5[CH:53]=[CH:52][C:51]([CH:54]([CH3:56])[CH3:55])=[N:50][C:46]=5[N:47]=[CH:48][N:49]=4)=[CH:20][CH:19]=3)C3C(=CC=CC=3)C=2C=CC=1.O.[OH-].[Li+].Cl.